This data is from Forward reaction prediction with 1.9M reactions from USPTO patents (1976-2016). The task is: Predict the product of the given reaction. (1) Given the reactants [CH3:1][CH:2]1[CH2:7][N:6]([C:8]2[CH:14]=[CH:13][C:11](N)=[CH:10][CH:9]=2)[CH2:5][CH2:4][O:3]1.N([O-])=O.[Na+].[OH-].[Na+].[BrH:21], predict the reaction product. The product is: [Br:21][C:11]1[CH:13]=[CH:14][C:8]([N:6]2[CH2:5][CH2:4][O:3][CH:2]([CH3:1])[CH2:7]2)=[CH:9][CH:10]=1. (2) Given the reactants [C:1]([O:5][C:6]([NH:8][C:9]1[C:14]([F:15])=[C:13]([C:16]2[CH:21]=[CH:20][C:19]([Cl:22])=[C:18]([F:23])[CH:17]=2)[N:12]=[C:11]([C:24]([O:26][CH3:27])=[O:25])[C:10]=1Cl)=[O:7])([CH3:4])([CH3:3])[CH3:2].[CH2:29]([Sn](CCCC)(CCCC)C=C)[CH2:30]CC, predict the reaction product. The product is: [C:1]([O:5][C:6]([NH:8][C:9]1[C:14]([F:15])=[C:13]([C:16]2[CH:21]=[CH:20][C:19]([Cl:22])=[C:18]([F:23])[CH:17]=2)[N:12]=[C:11]([C:24]([O:26][CH3:27])=[O:25])[C:10]=1[CH:29]=[CH2:30])=[O:7])([CH3:4])([CH3:3])[CH3:2]. (3) The product is: [O:9]([CH2:16][CH2:17][CH2:18][C@@H:19]1[CH2:24][CH2:23][C@H:22]([CH2:25][NH:26][C:6]([C:4]2[CH:3]=[N:2][NH:1][CH:5]=2)=[O:8])[CH2:21][CH2:20]1)[C:10]1[CH:15]=[CH:14][CH:13]=[CH:12][CH:11]=1. Given the reactants [NH:1]1[CH:5]=[C:4]([C:6]([OH:8])=O)[CH:3]=[N:2]1.[O:9]([CH2:16][CH2:17][CH2:18][C@@H:19]1[CH2:24][CH2:23][C@H:22]([CH2:25][NH2:26])[CH2:21][CH2:20]1)[C:10]1[CH:15]=[CH:14][CH:13]=[CH:12][CH:11]=1, predict the reaction product. (4) Given the reactants [Br:1][C:2]1[C:3]([NH2:8])=[N:4][CH:5]=[CH:6][CH:7]=1.Br[CH2:10][C:11](=O)[CH2:12][C:13]1[CH:18]=[CH:17][CH:16]=[C:15]([C:19]([F:22])([F:21])[F:20])[CH:14]=1.C(=O)(O)[O-].[Na+].O, predict the reaction product. The product is: [Br:1][C:2]1[C:3]2[N:4]([CH:10]=[C:11]([CH2:12][C:13]3[CH:18]=[CH:17][CH:16]=[C:15]([C:19]([F:20])([F:21])[F:22])[CH:14]=3)[N:8]=2)[CH:5]=[CH:6][CH:7]=1. (5) The product is: [OH:13][CH2:12][C@@H:11]([N:14]([CH2:15][C@H:16]([OH:25])[CH2:17][O:18][C:19]1[CH:20]=[CH:21][CH:22]=[CH:23][CH:24]=1)[C:26](=[O:27])[O:28][C:29]([CH3:32])([CH3:31])[CH3:30])[CH2:10][C:7]1[CH:6]=[CH:5][C:4]([N+:1]([O-:3])=[O:2])=[CH:9][CH:8]=1. Given the reactants [N+:1]([C:4]1[CH:9]=[CH:8][C:7]([CH2:10][C@H:11]([NH:14][CH2:15][C@H:16]([OH:25])[CH2:17][O:18][C:19]2[CH:24]=[CH:23][CH:22]=[CH:21][CH:20]=2)[CH2:12][OH:13])=[CH:6][CH:5]=1)([O-:3])=[O:2].[C:26](O[C:26]([O:28][C:29]([CH3:32])([CH3:31])[CH3:30])=[O:27])([O:28][C:29]([CH3:32])([CH3:31])[CH3:30])=[O:27], predict the reaction product. (6) The product is: [Cl:14][C:2]1[C:7]([I:8])=[CH:6][C:5]([N+:9]([O-:11])=[O:10])=[CH:4][N:3]=1. Given the reactants O[C:2]1[C:7]([I:8])=[CH:6][C:5]([N+:9]([O-:11])=[O:10])=[CH:4][N:3]=1.P(Cl)(Cl)([Cl:14])=O, predict the reaction product.